This data is from Full USPTO retrosynthesis dataset with 1.9M reactions from patents (1976-2016). The task is: Predict the reactants needed to synthesize the given product. Given the product [CH:2]1([N:7]2[C:12]([NH2:13])=[CH:11][C:10]([CH3:14])=[N:8]2)[CH2:6][CH2:5][CH2:4][CH2:3]1, predict the reactants needed to synthesize it. The reactants are: Cl.[CH:2]1([NH:7][NH2:8])[CH2:6][CH2:5][CH2:4][CH2:3]1.N/[C:10](/[CH3:14])=[CH:11]\[C:12]#[N:13].